Dataset: Full USPTO retrosynthesis dataset with 1.9M reactions from patents (1976-2016). Task: Predict the reactants needed to synthesize the given product. (1) Given the product [CH3:16][CH:7]([O:6][C:5]1[CH:17]=[CH:18][C:2]([C:20]2[CH:19]=[CH:4][C:3]([C:29]([O:27][CH3:26])=[O:32])=[CH:2][CH:18]=2)=[CH:3][CH:4]=1)[CH2:8][NH:9][S:10]([CH:13]([CH3:15])[CH3:14])(=[O:12])=[O:11], predict the reactants needed to synthesize it. The reactants are: Br[C:2]1[CH:18]=[CH:17][C:5]([O:6][CH:7]([CH3:16])[CH2:8][NH:9][S:10]([CH:13]([CH3:15])[CH3:14])(=[O:12])=[O:11])=[CH:4][CH:3]=1.[C:19]([O-])(=O)[CH3:20].[K+].CN(C)[CH:26]=[O:27].[C:29](=[O:32])([O-])[O-].[Na+].[Na+]. (2) Given the product [Cl:1][C:2]1[N:7]=[C:6]([N:21]2[CH2:20][CH2:19][N:18]([C:24]([O:26][C:27]([CH3:30])([CH3:29])[CH3:28])=[O:25])[CH2:23][CH2:22]2)[CH:5]=[CH:4][N:3]=1, predict the reactants needed to synthesize it. The reactants are: [Cl:1][C:2]1[N:7]=[C:6](Cl)[CH:5]=[CH:4][N:3]=1.CCN(C(C)C)C(C)C.[N:18]1([C:24]([O:26][C:27]([CH3:30])([CH3:29])[CH3:28])=[O:25])[CH2:23][CH2:22][NH:21][CH2:20][CH2:19]1. (3) Given the product [CH2:23]([O:22][C:8]([NH:7][CH:6]1[NH:5][C:3](=[O:4])[CH2:2][CH2:1]1)=[O:9])[C:24]1[CH:29]=[CH:28][CH:27]=[CH:26][CH:25]=1, predict the reactants needed to synthesize it. The reactants are: [CH2:1]1[CH:6]2[NH:7][C:8](C[N:5]2[C:3](=[O:4])[CH2:2]1)=[O:9].C(OC1NC(=O)CC1)C.C(=O)([O:22][CH2:23][C:24]1[CH:29]=[CH:28][CH:27]=[CH:26][CH:25]=1)N.C1(C)C=CC(S(O)(=O)=O)=CC=1.